This data is from Merck oncology drug combination screen with 23,052 pairs across 39 cell lines. The task is: Regression. Given two drug SMILES strings and cell line genomic features, predict the synergy score measuring deviation from expected non-interaction effect. (1) Drug 1: Cn1nnc2c(C(N)=O)ncn2c1=O. Drug 2: COC1CC2CCC(C)C(O)(O2)C(=O)C(=O)N2CCCCC2C(=O)OC(C(C)CC2CCC(OP(C)(C)=O)C(OC)C2)CC(=O)C(C)C=C(C)C(O)C(OC)C(=O)C(C)CC(C)C=CC=CC=C1C. Cell line: CAOV3. Synergy scores: synergy=-36.5. (2) Drug 1: CCN(CC)CCNC(=O)c1c(C)[nH]c(C=C2C(=O)Nc3ccc(F)cc32)c1C. Synergy scores: synergy=14.5. Drug 2: Cn1cc(-c2cnn3c(N)c(Br)c(C4CCCNC4)nc23)cn1. Cell line: HT29.